This data is from Full USPTO retrosynthesis dataset with 1.9M reactions from patents (1976-2016). The task is: Predict the reactants needed to synthesize the given product. (1) Given the product [Cl:1][C:14]1[C:10]([CH3:9])=[C:11]([C:16]([O:18][CH2:19][CH3:20])=[O:17])[NH:12][C:13]=1[CH3:15], predict the reactants needed to synthesize it. The reactants are: [Cl:1]N1C(=O)CCC1=O.[CH3:9][C:10]1[CH:14]=[C:13]([CH3:15])[NH:12][C:11]=1[C:16]([O:18][CH2:19][CH3:20])=[O:17].[OH-].[Na+]. (2) Given the product [CH3:11][C:8]1[CH:9]=[CH:10][C:5]([NH:4][C:14]2([C:13]#[N:2])[CH2:15][CH2:16][CH2:17][CH2:18][CH2:12]2)=[CH:6][CH:7]=1, predict the reactants needed to synthesize it. The reactants are: [C-]#[N:2].[Na+].[NH2:4][C:5]1[CH:10]=[CH:9][C:8]([CH3:11])=[CH:7][CH:6]=1.[C:12]1(=O)[CH2:18][CH2:17][CH2:16][CH2:15][CH2:14][CH2:13]1.C(OCC)(=O)C. (3) Given the product [NH2:8][C:9]1([C:15]([O:17][CH3:18])=[O:16])[CH2:10][CH2:11][N:12]([C:30]2[C:39]3[CH2:38][CH2:37][CH2:36][C:35]4([CH2:43][CH2:42][CH2:41][CH2:40]4)[C:34]=3[N:33]=[C:32]([NH2:44])[N:31]=2)[CH2:13][CH2:14]1, predict the reactants needed to synthesize it. The reactants are: C(OC([NH:8][C:9]1([C:15]([O:17][CH3:18])=[O:16])[CH2:14][CH2:13][NH:12][CH2:11][CH2:10]1)=O)(C)(C)C.CC1C=CC(S(O[C:30]2[C:39]3[CH2:38][CH2:37][CH2:36][C:35]4([CH2:43][CH2:42][CH2:41][CH2:40]4)[C:34]=3[N:33]=[C:32]([NH2:44])[N:31]=2)(=O)=O)=CC=1. (4) Given the product [Cl:18][C:2]1[N:3]=[C:4]2[CH2:11][CH2:10][C@@H:9]([C:12]([O:14][CH2:15][CH3:16])=[O:13])[N:5]2[C:6](=[O:8])[CH:7]=1, predict the reactants needed to synthesize it. The reactants are: O[C:2]1[N:3]=[C:4]2[CH2:11][CH2:10][C@@H:9]([C:12]([O:14][CH2:15][CH3:16])=[O:13])[N:5]2[C:6](=[O:8])[CH:7]=1.O(Cl)[Cl:18].[P+5].